From a dataset of Peptide-MHC class I binding affinity with 185,985 pairs from IEDB/IMGT. Regression. Given a peptide amino acid sequence and an MHC pseudo amino acid sequence, predict their binding affinity value. This is MHC class I binding data. (1) The peptide sequence is HTKFWISDNT. The MHC is HLA-A02:06 with pseudo-sequence HLA-A02:06. The binding affinity (normalized) is 0. (2) The peptide sequence is LRYGNVLDV. The MHC is HLA-A23:01 with pseudo-sequence HLA-A23:01. The binding affinity (normalized) is 0.0847. (3) The peptide sequence is AVIWYDGSNK. The MHC is HLA-B27:05 with pseudo-sequence HLA-B27:05. The binding affinity (normalized) is 0.0477. (4) The peptide sequence is LIEGTASLS. The MHC is HLA-A26:01 with pseudo-sequence HLA-A26:01. The binding affinity (normalized) is 0.